This data is from Retrosynthesis with 50K atom-mapped reactions and 10 reaction types from USPTO. The task is: Predict the reactants needed to synthesize the given product. (1) Given the product O=C(O)C(=O)c1ccc(OCCOc2ccc(Cl)cc2)cc1, predict the reactants needed to synthesize it. The reactants are: COC(=O)C(=O)c1ccc(OCCOc2ccc(Cl)cc2)cc1. (2) Given the product Cc1cc(O)ccc1Nc1ccccc1C(=O)O, predict the reactants needed to synthesize it. The reactants are: COc1ccc(Nc2ccccc2C(=O)O)c(C)c1.